Dataset: Reaction yield outcomes from USPTO patents with 853,638 reactions. Task: Predict the reaction yield, written as a fraction of the theoretical maximum amount of product (1.0 means a 100% yield; for example, 0.34 means a 34% yield). (1) The reactants are Cl[C:2]1[CH:3]=[C:4]([NH:9][CH:10]2[CH2:15][CH2:14][CH2:13][N:12]([C:16]([O:18][C:19]([CH3:22])([CH3:21])[CH3:20])=[O:17])[CH2:11]2)[C:5](=[O:8])[NH:6][N:7]=1.[C:23]([C:27]1[N:28]=[CH:29][C:30]([C:33]([NH:35][C:36]2[CH:41]=[C:40](B3OC(C)(C)C(C)(C)O3)[CH:39]=[CH:38][C:37]=2[F:51])=[O:34])=[N:31][CH:32]=1)([CH3:26])([CH3:25])[CH3:24].C(=O)([O-])[O-].[Na+].[Na+].CN(C=O)C. The catalyst is C1C=CC([P]([Pd]([P](C2C=CC=CC=2)(C2C=CC=CC=2)C2C=CC=CC=2)([P](C2C=CC=CC=2)(C2C=CC=CC=2)C2C=CC=CC=2)[P](C2C=CC=CC=2)(C2C=CC=CC=2)C2C=CC=CC=2)(C2C=CC=CC=2)C2C=CC=CC=2)=CC=1.O.O1CCOCC1. The product is [C:23]([C:27]1[N:28]=[CH:29][C:30]([C:33]([NH:35][C:36]2[CH:41]=[C:40]([C:2]3[CH:3]=[C:4]([NH:9][CH:10]4[CH2:15][CH2:14][CH2:13][N:12]([C:16]([O:18][C:19]([CH3:22])([CH3:21])[CH3:20])=[O:17])[CH2:11]4)[C:5](=[O:8])[NH:6][N:7]=3)[CH:39]=[CH:38][C:37]=2[F:51])=[O:34])=[N:31][CH:32]=1)([CH3:26])([CH3:24])[CH3:25]. The yield is 0.360. (2) The reactants are C[O:2][C:3](=O)[CH:4]([C:9]1[CH:14]=[CH:13][C:12]([NH:15][C:16]([C:18]2[NH:19][CH:20]=[C:21]([C:23]#[N:24])[N:22]=2)=[O:17])=[C:11]([C:25]2[CH2:30][CH2:29][CH2:28][CH2:27][CH:26]=2)[CH:10]=1)[C:5](OC)=[O:6].[BH4-].[Na+].CO.C(O)(=O)CC(CC(O)=O)(C(O)=O)O. The catalyst is C(O)(C)(C)C.CCOC(C)=O. The product is [C:25]1([C:11]2[CH:10]=[C:9]([CH:4]([CH2:3][OH:2])[CH2:5][OH:6])[CH:14]=[CH:13][C:12]=2[NH:15][C:16]([C:18]2[NH:19][CH:20]=[C:21]([C:23]#[N:24])[N:22]=2)=[O:17])[CH2:30][CH2:29][CH2:28][CH2:27][CH:26]=1. The yield is 0.610.